Dataset: Forward reaction prediction with 1.9M reactions from USPTO patents (1976-2016). Task: Predict the product of the given reaction. (1) The product is: [CH3:22][C@:19]12[C@@:18]3([CH3:23])[C@@H:9]([C@:10]4([CH3:36])[C@@H:15]([CH2:16][CH2:17]3)[C:14]([CH3:24])([CH3:25])[C:13]([C:26]3[CH:27]=[CH:28][C:29]([C:30]([OH:32])=[O:31])=[CH:34][CH:35]=3)=[CH:12][CH2:11]4)[CH2:8][CH2:7][C@@H:6]1[C@H:5]1[C@H:37]([C:40]([CH3:42])=[CH2:41])[CH2:38][CH2:39][C@:4]1([NH:1][C:2]([NH:93][CH2:92][C:91]([CH3:90])([N:95]1[CH2:96][CH2:97][O:98][CH2:99][CH2:100]1)[CH3:94])=[O:3])[CH2:21][CH2:20]2. Given the reactants [N:1]([C@:4]12[CH2:39][CH2:38][C@@H:37]([C:40]([CH3:42])=[CH2:41])[C@@H:5]1[C@@H:6]1[C@@:19]([CH3:22])([CH2:20][CH2:21]2)[C@@:18]2([CH3:23])[C@@H:9]([C@:10]3([CH3:36])[C@@H:15]([CH2:16][CH2:17]2)[C:14]([CH3:25])([CH3:24])[C:13]([C:26]2[CH:35]=[CH:34][C:29]([C:30]([O:32]C)=[O:31])=[CH:28][CH:27]=2)=[CH:12][CH2:11]3)[CH2:8][CH2:7]1)=[C:2]=[O:3].CN(C)CCNC(=O)N[C@]12CC[C@@H](C(C)=C)[C@@H]1[C@@H]1[C@@](C)(CC2)[C@@]2(C)[C@@H]([C@]3(C)[C@@H](CC2)C(C)(C)C(C2C=CC(C(O)=O)=CC=2)=CC3)CC1.[CH3:90][C:91]([N:95]1[CH2:100][CH2:99][O:98][CH2:97][CH2:96]1)([CH3:94])[CH2:92][NH2:93], predict the reaction product. (2) Given the reactants [OH:1][C:2]1[C:7]([N+:8]([O-:10])=[O:9])=[CH:6][CH:5]=[CH:4][N:3]=1.[C:11]1(B(O)O)[CH:16]=[CH:15][CH:14]=[CH:13][CH:12]=1.C(N(CC)CC)C.N, predict the reaction product. The product is: [N+:8]([C:7]1[C:2](=[O:1])[N:3]([C:11]2[CH:16]=[CH:15][CH:14]=[CH:13][CH:12]=2)[CH:4]=[CH:5][CH:6]=1)([O-:10])=[O:9]. (3) Given the reactants [N:1]1[CH:6]=[CH:5][CH:4]=[C:3]([N:7]2[C:15]3[C:10](=[CH:11][CH:12]=[CH:13][CH:14]=3)[CH:9]=[CH:8]2)[CH:2]=1.ClN1C(=[O:22])CCC1=O, predict the reaction product. The product is: [N:1]1[CH:6]=[CH:5][CH:4]=[C:3]([N:7]2[C:15]3[C:10](=[CH:11][CH:12]=[CH:13][CH:14]=3)[CH2:9][C:8]2=[O:22])[CH:2]=1.